This data is from Forward reaction prediction with 1.9M reactions from USPTO patents (1976-2016). The task is: Predict the product of the given reaction. (1) The product is: [ClH:32].[Cl:32][C:21]1[N:22]=[C:23]([N:26]2[CH2:27][CH2:28][O:29][CH2:30][CH2:31]2)[C:24]2[S:25][C:17]([CH2:16][N:14]([CH3:15])[CH2:13][CH:9]3[CH2:10][CH2:11][CH2:12][NH:8]3)=[CH:18][C:19]=2[N:20]=1. Given the reactants C(OC([N:8]1[CH2:12][CH2:11][CH2:10][CH:9]1[CH2:13][N:14]([CH2:16][C:17]1[S:25][C:24]2[C:23]([N:26]3[CH2:31][CH2:30][O:29][CH2:28][CH2:27]3)=[N:22][C:21]([Cl:32])=[N:20][C:19]=2[CH:18]=1)[CH3:15])=O)(C)(C)C.Cl, predict the reaction product. (2) The product is: [Cl:1][C:2]1[N:10]([CH2:20][C:21]2[CH:26]=[CH:25][C:24]([Cl:27])=[CH:23][CH:22]=2)[C:9]2[C:8](=[O:11])[N:7]([CH2:12][CH2:13][CH2:14][OH:15])[C:6](=[O:16])[N:5]([CH2:17][CH3:18])[C:4]=2[N:3]=1. Given the reactants [Cl:1][C:2]1[NH:10][C:9]2[C:8](=[O:11])[N:7]([CH2:12][CH2:13][CH2:14][OH:15])[C:6](=[O:16])[N:5]([CH2:17][CH3:18])[C:4]=2[N:3]=1.Br[CH2:20][C:21]1[CH:26]=[CH:25][C:24]([Cl:27])=[CH:23][CH:22]=1.C(=O)([O-])[O-].[K+].[K+], predict the reaction product. (3) Given the reactants Br[C:2]1[C:3]([CH2:22][OH:23])=[C:4]([N:8]2[CH2:17][CH2:16][C:15]3[C:10](=[CH:11][CH:12]=[C:13]([CH:18]4[CH2:20][CH2:19]4)[CH:14]=3)[C:9]2=[O:21])[CH:5]=[CH:6][CH:7]=1.[CH3:24][N:25]1[C:30]([NH:31][C:32]2[CH:37]=[CH:36][C:35]([C:38]([N:40]3[CH2:45][CH2:44][O:43][CH2:42][CH2:41]3)=[O:39])=[CH:34][CH:33]=2)=[CH:29][C:28](B2OC(C)(C)C(C)(C)O2)=[CH:27][C:26]1=[O:55].C(Cl)(Cl)Cl.O1CCOCC1, predict the reaction product. The product is: [CH:18]1([C:13]2[CH:14]=[C:15]3[C:10](=[CH:11][CH:12]=2)[C:9](=[O:21])[N:8]([C:4]2[CH:5]=[CH:6][CH:7]=[C:2]([C:28]4[CH:29]=[C:30]([NH:31][C:32]5[CH:37]=[CH:36][C:35]([C:38]([N:40]6[CH2:41][CH2:42][O:43][CH2:44][CH2:45]6)=[O:39])=[CH:34][CH:33]=5)[N:25]([CH3:24])[C:26](=[O:55])[CH:27]=4)[C:3]=2[CH2:22][OH:23])[CH2:17][CH2:16]3)[CH2:20][CH2:19]1. (4) Given the reactants [H-].[Na+].[OH:3][C:4]1[C:5]2[N:6]([C:17]([CH3:21])=[C:18]([CH3:20])[N:19]=2)[CH:7]=[C:8]([N:10]2[CH:15]=[CH:14][CH:13]=[CH:12][C:11]2=[O:16])[CH:9]=1.Br[CH2:23][C:24]1[CH:29]=[CH:28][C:27]([F:30])=[CH:26][CH:25]=1, predict the reaction product. The product is: [F:30][C:27]1[CH:28]=[CH:29][C:24]([CH2:23][O:3][C:4]2[C:5]3[N:6]([C:17]([CH3:21])=[C:18]([CH3:20])[N:19]=3)[CH:7]=[C:8]([N:10]3[CH:15]=[CH:14][CH:13]=[CH:12][C:11]3=[O:16])[CH:9]=2)=[CH:25][CH:26]=1. (5) Given the reactants [CH2:1]([N:3]1[C:7]2=[N:8][C:9]([CH2:29][CH3:30])=[C:10]([CH2:19][NH:20][C:21]([C:23]3([C:26](O)=[O:27])[CH2:25][CH2:24]3)=[O:22])[C:11]([NH:12][CH:13]3[CH2:18][CH2:17][O:16][CH2:15][CH2:14]3)=[C:6]2[CH:5]=[N:4]1)[CH3:2].[CH3:31][N:32]1[CH2:37][CH2:36][CH:35]([CH2:38][C:39]2[CH:40]=[C:41]([C:45]3[CH:50]=[CH:49][CH:48]=[C:47]([CH2:51]N)[CH:46]=3)[CH:42]=[CH:43][CH:44]=2)[CH2:34][CH2:33]1.C[N:54]1CCC(CC2C=C(C3C=CC=C(CN)C=3)C=CC=2)CC1.CN(C(ON1N=NC2C=CC=CC1=2)=[N+](C)C)C.F[P-](F)(F)(F)(F)F.CCN(CC)CC, predict the reaction product. The product is: [CH2:1]([N:3]1[C:7]2=[N:8][C:9]([CH2:29][CH3:30])=[C:10]([CH2:19][N:20]([CH2:51][C:47]3[CH:46]=[C:45]([C:41]4[CH:42]=[CH:43][CH:44]=[C:39]([CH2:38][CH:35]5[CH2:36][CH2:37][N:32]([CH3:31])[CH2:33][CH2:34]5)[CH:40]=4)[CH:50]=[CH:49][CH:48]=3)[C:21]([C:23]3([C:26]([NH2:54])=[O:27])[CH2:24][CH2:25]3)=[O:22])[C:11]([NH:12][CH:13]3[CH2:18][CH2:17][O:16][CH2:15][CH2:14]3)=[C:6]2[CH:5]=[N:4]1)[CH3:2]. (6) Given the reactants [C:1]([O:4][CH:5]1[CH2:10][CH:9]([C:11]2[CH:16]=[CH:15][N:14]=[CH:13][C:12]=2[N+:17]([O-])=O)[O:8][CH:7]([CH3:20])[CH:6]1[O:21][Si:22]([C:25]([CH3:28])([CH3:27])[CH3:26])([CH3:24])[CH3:23])(=[O:3])[CH3:2], predict the reaction product. The product is: [C:1]([O:4][CH:5]1[CH2:10][CH:9]([C:11]2[CH:16]=[CH:15][N:14]=[CH:13][C:12]=2[NH2:17])[O:8][CH:7]([CH3:20])[CH:6]1[O:21][Si:22]([C:25]([CH3:26])([CH3:28])[CH3:27])([CH3:23])[CH3:24])(=[O:3])[CH3:2].